Task: Predict the reactants needed to synthesize the given product.. Dataset: Full USPTO retrosynthesis dataset with 1.9M reactions from patents (1976-2016) (1) Given the product [CH2:18]([C:20]1[C:28]2[C:23](=[CH:24][CH:25]=[C:26]([O:29][C:30]([F:31])([F:33])[F:32])[CH:27]=2)[N:22]([NH:34][C:15]([C:11]2[C:12]([CH3:14])=[N:13][C:8]([C:4]3[CH:5]=[CH:6][CH:7]=[C:2]([F:1])[CH:3]=3)=[N:9][CH:10]=2)=[O:17])[CH:21]=1)[CH3:19], predict the reactants needed to synthesize it. The reactants are: [F:1][C:2]1[CH:3]=[C:4]([C:8]2[N:13]=[C:12]([CH3:14])[C:11]([C:15]([OH:17])=O)=[CH:10][N:9]=2)[CH:5]=[CH:6][CH:7]=1.[CH2:18]([C:20]1[C:28]2[C:23](=[CH:24][CH:25]=[C:26]([O:29][C:30]([F:33])([F:32])[F:31])[CH:27]=2)[N:22]([NH2:34])[CH:21]=1)[CH3:19].C[N+]1(C2N=C(OC)N=C(OC)N=2)CCOCC1.[Cl-]. (2) Given the product [F:9][C:10]1[CH:11]=[CH:12][C:13]([C:16]([CH3:20])([CH3:19])[CH2:17][NH:18][C:2]2[N+:3]([O-:8])=[N:4][CH:5]=[CH:6][N:7]=2)=[CH:14][CH:15]=1, predict the reactants needed to synthesize it. The reactants are: Br[C:2]1[N+:3]([O-:8])=[N:4][CH:5]=[CH:6][N:7]=1.[F:9][C:10]1[CH:15]=[CH:14][C:13]([C:16]([CH3:20])([CH3:19])[CH2:17][NH2:18])=[CH:12][CH:11]=1.C(N(C(C)C)CC)(C)C. (3) Given the product [C:1]([NH:5][C:6]1[C:15]2[C:10](=[C:11]([NH:16][C:24](=[O:25])[C:23]3[C:18]([Cl:17])=[CH:19][CH:20]=[C:21]([CH2:28][NH:29][C:30](=[O:36])[C:31]([CH3:35])([CH3:34])[CH2:32][F:33])[C:22]=3[F:27])[CH:12]=[CH:13][CH:14]=2)[N:9]=[CH:8][N:7]=1)([CH3:4])([CH3:2])[CH3:3], predict the reactants needed to synthesize it. The reactants are: [C:1]([NH:5][C:6]1[C:15]2[C:10](=[C:11]([NH2:16])[CH:12]=[CH:13][CH:14]=2)[N:9]=[CH:8][N:7]=1)([CH3:4])([CH3:3])[CH3:2].[Cl:17][C:18]1[C:23]([C:24](O)=[O:25])=[C:22]([F:27])[C:21]([CH2:28][NH:29][C:30](=[O:36])[C:31]([CH3:35])([CH3:34])[CH2:32][F:33])=[CH:20][CH:19]=1.C(Cl)(=O)C(Cl)=O.CCN(C(C)C)C(C)C. (4) Given the product [CH3:18][O:1][C:2]1[N:7]2[N:8]=[C:9]([CH3:11])[CH:10]=[C:6]2[N:5]=[C:4]([CH3:12])[C:3]=1[C:13]([OH:15])=[O:14], predict the reactants needed to synthesize it. The reactants are: [OH:1][C:2]1[N:7]2[NH:8][C:9]([CH3:11])=[CH:10][CH:6]2[N:5]=[C:4]([CH3:12])[C:3]=1[C:13]([O:15]CC)=[O:14].[C:18](=O)([O-])[O-].[K+].[K+].CI.O.